From a dataset of Peptide-MHC class II binding affinity with 134,281 pairs from IEDB. Regression. Given a peptide amino acid sequence and an MHC pseudo amino acid sequence, predict their binding affinity value. This is MHC class II binding data. (1) The peptide sequence is KWMMAMKYPITADKR. The MHC is DRB1_0101 with pseudo-sequence DRB1_0101. The binding affinity (normalized) is 0.443. (2) The peptide sequence is EICPAVKRDVDLFLTGT. The MHC is HLA-DPA10301-DPB10402 with pseudo-sequence HLA-DPA10301-DPB10402. The binding affinity (normalized) is 0.389. (3) The peptide sequence is TVMPLLCGIGCAMLH. The MHC is HLA-DQA10501-DQB10302 with pseudo-sequence HLA-DQA10501-DQB10302. The binding affinity (normalized) is 0.468. (4) The peptide sequence is TKQQVFIQSEDPPVL. The MHC is HLA-DPA10301-DPB10402 with pseudo-sequence HLA-DPA10301-DPB10402. The binding affinity (normalized) is 0.269. (5) The peptide sequence is YAAALVAMPTLAELA. The MHC is DRB1_0404 with pseudo-sequence DRB1_0404. The binding affinity (normalized) is 0.409. (6) The peptide sequence is THSWEYWGAQLNAMK. The MHC is HLA-DPA10201-DPB10101 with pseudo-sequence HLA-DPA10201-DPB10101. The binding affinity (normalized) is 0.546. (7) The peptide sequence is YDNDNPYRTWHYCGS. The MHC is DRB1_0801 with pseudo-sequence DRB1_0801. The binding affinity (normalized) is 0.264.